Dataset: Full USPTO retrosynthesis dataset with 1.9M reactions from patents (1976-2016). Task: Predict the reactants needed to synthesize the given product. (1) The reactants are: [F:1][C:2]([F:26])([F:25])[C:3]1[CH:4]=[C:5]([N:9]([C:13]2[CH:18]=[CH:17][C:16]([NH2:19])=[CH:15][C:14]=2[C:20]2[NH:24][N:23]=[N:22][N:21]=2)[C:10]([NH2:12])=[O:11])[CH:6]=[CH:7][CH:8]=1.C(N(CC)CC)C.[C:34](Cl)(=[O:41])[C:35]1[CH:40]=[CH:39][CH:38]=[CH:37][CH:36]=1.O. Given the product [F:26][C:2]([F:1])([F:25])[C:3]1[CH:4]=[C:5]([N:9]([C:13]2[CH:18]=[CH:17][C:16]([NH:19][C:34](=[O:41])[C:35]3[CH:40]=[CH:39][CH:38]=[CH:37][CH:36]=3)=[CH:15][C:14]=2[C:20]2[NH:24][N:23]=[N:22][N:21]=2)[C:10]([NH2:12])=[O:11])[CH:6]=[CH:7][CH:8]=1, predict the reactants needed to synthesize it. (2) Given the product [CH2:1]([O:5][C:6]1[C:18]([O:19][CH3:20])=[CH:17][CH:16]=[CH:15][C:7]=1[CH2:8][N:9]([CH3:14])[C:10](=[O:13])/[CH:11]=[CH:12]/[C:31]1[CH:40]=[N:39][C:38]2[NH:37][C:36](=[O:41])[CH2:35][CH2:34][C:33]=2[CH:32]=1)[CH:2]([CH3:3])[CH3:4], predict the reactants needed to synthesize it. The reactants are: [CH2:1]([O:5][C:6]1[C:18]([O:19][CH3:20])=[CH:17][CH:16]=[CH:15][C:7]=1[CH2:8][N:9]([CH3:14])[C:10](=[O:13])[CH:11]=[CH2:12])[CH:2]([CH3:4])[CH3:3].C(N(C(C)C)CC)(C)C.Br[C:31]1[CH:32]=[C:33]2[C:38](=[N:39][CH:40]=1)[NH:37][C:36](=[O:41])[CH2:35][CH2:34]2.CC1C=CC=CC=1P(C1C=CC=CC=1C)C1C=CC=CC=1C. (3) Given the product [CH2:1]([C@@:8]12[CH2:21][C@:20]([OH:22])([CH3:40])[C@:19]([OH:29])([C:23]3[CH:28]=[CH:27][CH:26]=[CH:25][CH:24]=3)[CH2:18][C@H:17]1[CH2:16][CH2:15][C:14]1[CH:13]=[C:12]([C:30]([NH:32][C:33]3[C:34]([CH3:39])=[N:35][CH:36]=[CH:37][CH:38]=3)=[O:31])[CH:11]=[CH:10][C:9]2=1)[C:2]1[CH:3]=[CH:4][CH:5]=[CH:6][CH:7]=1, predict the reactants needed to synthesize it. The reactants are: [CH2:1]([C@@:8]12[CH2:21][C:20](=[O:22])[C@:19]([OH:29])([C:23]3[CH:28]=[CH:27][CH:26]=[CH:25][CH:24]=3)[CH2:18][C@H:17]1[CH2:16][CH2:15][C:14]1[CH:13]=[C:12]([C:30]([NH:32][C:33]3[C:34]([CH3:39])=[N:35][CH:36]=[CH:37][CH:38]=3)=[O:31])[CH:11]=[CH:10][C:9]2=1)[C:2]1[CH:7]=[CH:6][CH:5]=[CH:4][CH:3]=1.[CH2:40]1COCC1.[Li]C.[NH4+].[Cl-]. (4) The reactants are: C([O:3][C:4](=[O:31])[C:5]([CH2:24][C:25]1[CH:30]=[CH:29][CH:28]=[CH:27][CH:26]=1)([S:13]([C:16]1[CH:21]=[CH:20][C:19]([O:22][CH3:23])=[CH:18][CH:17]=1)(=[O:15])=[O:14])[CH2:6][C:7]1[CH:12]=[CH:11][CH:10]=[CH:9][CH:8]=1)C. Given the product [CH2:24]([C:5]([S:13]([C:16]1[CH:17]=[CH:18][C:19]([O:22][CH3:23])=[CH:20][CH:21]=1)(=[O:14])=[O:15])([CH2:6][C:7]1[CH:12]=[CH:11][CH:10]=[CH:9][CH:8]=1)[C:4]([OH:31])=[O:3])[C:25]1[CH:26]=[CH:27][CH:28]=[CH:29][CH:30]=1, predict the reactants needed to synthesize it. (5) Given the product [CH3:1][CH2:2][CH:3]([O:6][C:8]1[CH:13]=[CH:12][CH:11]=[CH:10][C:9]=1[N+:14]([O-:16])=[O:15])[CH2:4][CH3:5].[CH3:17][CH2:18][CH:19]([O:22][C:23]1[CH:29]=[CH:28][CH:27]=[CH:26][C:24]=1[NH:25][C:3]([NH:30][C:31]1[S:32][CH:33]=[CH:34][N:35]=1)=[O:6])[CH2:20][CH3:21], predict the reactants needed to synthesize it. The reactants are: [CH3:1][CH2:2][CH:3]([OH:6])[CH2:4][CH3:5].F[C:8]1[CH:13]=[CH:12][CH:11]=[CH:10][C:9]=1[N+:14]([O-:16])=[O:15].[CH3:17][CH2:18][CH:19]([O:22][C:23]1[CH:29]=[CH:28][CH:27]=[CH:26][C:24]=1[NH2:25])[CH2:20][CH3:21].[NH2:30][C:31]1[S:32][CH:33]=[CH:34][N:35]=1. (6) Given the product [CH2:2]([OH:1])[C@@H:3]([C@H:5]([C@@H:7]([CH2:9][OH:10])[OH:8])[OH:6])[OH:4], predict the reactants needed to synthesize it. The reactants are: [OH:1][CH2:2][C:3]([C@@H:5]([C@@H:7]([CH2:9][OH:10])[OH:8])[OH:6])=[O:4].OCC([C@H]([C@@H](CO)O)O)=O.O=C[C@@H]([C@H]([C@@H](CO)O)O)O.